Dataset: Forward reaction prediction with 1.9M reactions from USPTO patents (1976-2016). Task: Predict the product of the given reaction. (1) Given the reactants [C:1]([O:5][C:6]([N:8]1[CH2:13][CH2:12][CH:11]([OH:14])[CH2:10][CH2:9]1)=[O:7])([CH3:4])([CH3:3])[CH3:2].[F:15][C:16]1[CH:21]=[CH:20][C:19](O)=[CH:18][CH:17]=1.C1(P(C2C=CC=CC=2)C2C=CC=CC=2)C=CC=CC=1, predict the reaction product. The product is: [C:1]([O:5][C:6]([N:8]1[CH2:13][CH2:12][CH:11]([O:14][C:19]2[CH:20]=[CH:21][C:16]([F:15])=[CH:17][CH:18]=2)[CH2:10][CH2:9]1)=[O:7])([CH3:4])([CH3:2])[CH3:3]. (2) Given the reactants I[C:2]1[S:10][C:9]2[C:4](=[N:5][CH:6]=[CH:7][C:8]=2[O:11][C:12]2[CH:17]=[CH:16][C:15]([NH2:18])=[CH:14][CH:13]=2)[CH:3]=1.[CH2:19]([N:21]([CH2:25][CH3:26])[CH2:22][C:23]#[CH:24])[CH3:20], predict the reaction product. The product is: [CH2:19]([N:21]([CH2:25][CH3:26])[CH2:22][C:23]#[C:24][C:2]1[S:10][C:9]2[C:4](=[N:5][CH:6]=[CH:7][C:8]=2[O:11][C:12]2[CH:17]=[CH:16][C:15]([NH2:18])=[CH:14][CH:13]=2)[CH:3]=1)[CH3:20]. (3) Given the reactants [Cl:1][C:2]1[CH:3]=[C:4]([NH:11][CH:12]=[O:13])[CH:5]=[C:6]([NH:8][CH:9]=[O:10])[CH:7]=1.[H-].[Na+].Br[CH:17]([C:19](=[O:21])[CH3:20])[CH3:18], predict the reaction product. The product is: [Cl:1][C:2]1[CH:3]=[C:4]([NH:11][CH:12]=[O:13])[CH:5]=[C:6]([N:8]([CH:9]=[O:10])[CH:17]([CH3:18])[C:19](=[O:21])[CH3:20])[CH:7]=1. (4) Given the reactants [Cl:1][C:2]1[CH:3]=[C:4]2[C:12](=[CH:13][CH:14]=1)[NH:11][C:10]1[CH:9]([NH2:15])[CH2:8][CH2:7][CH2:6][C:5]2=1.[CH3:16][C:17]1[N:22]=[C:21]([C:23](O)=[O:24])[CH:20]=[CH:19][CH:18]=1.CN(C=O)C.CCN=C=NCCCN(C)C, predict the reaction product. The product is: [Cl:1][C:2]1[CH:3]=[C:4]2[C:12](=[CH:13][CH:14]=1)[NH:11][C:10]1[CH:9]([NH:15][C:23]([C:21]3[CH:20]=[CH:19][CH:18]=[C:17]([CH3:16])[N:22]=3)=[O:24])[CH2:8][CH2:7][CH2:6][C:5]2=1. (5) Given the reactants C1(S([N:10]2[C:14]3=[N:15][CH:16]=[CH:17][CH:18]=[C:13]3[CH:12]=[C:11]2[C:19]([C:26]2[CH:31]=[CH:30][C:29]([S:32]([CH3:35])(=[O:34])=[O:33])=[CH:28][CH:27]=2)(O)[CH2:20][C:21]([CH3:24])([CH3:23])[CH3:22])(=O)=O)C=CC=CC=1.[F-].C([N+](CCCC)(CCCC)CCCC)CCC, predict the reaction product. The product is: [CH3:35][S:32]([C:29]1[CH:30]=[CH:31][C:26](/[C:19](/[C:11]2[NH:10][C:14]3=[N:15][CH:16]=[CH:17][CH:18]=[C:13]3[CH:12]=2)=[CH:20]\[C:21]([CH3:24])([CH3:23])[CH3:22])=[CH:27][CH:28]=1)(=[O:33])=[O:34]. (6) Given the reactants [CH3:1][C:2]1[NH:3][C:4]2[CH:10]=[CH:9][CH:8]=[CH:7][C:5]=2[N:6]=1.[CH3:11][O:12][CH2:13][CH2:14][O:15][CH2:16][CH2:17]Cl, predict the reaction product. The product is: [CH3:11][O:12][CH2:13][CH2:14][O:15][CH2:16][CH2:17][N:3]1[C:4]2[CH:10]=[CH:9][CH:8]=[CH:7][C:5]=2[N:6]=[C:2]1[CH3:1]. (7) Given the reactants [S:1]1[CH:5]=[CH:4][C:3]([C:6]([OH:8])=O)=[CH:2]1.[CH2:9]([NH:11][CH2:12][C:13]([CH2:19][NH:20][C:21]1[CH:29]=[CH:28][CH:27]=[C:26]2[C:22]=1[CH:23]=[N:24][N:25]2[C:30]1[CH:35]=[CH:34][C:33]([F:36])=[CH:32][CH:31]=1)([OH:18])[C:14]([F:17])([F:16])[F:15])[CH3:10], predict the reaction product. The product is: [CH2:9]([N:11]([CH2:12][C:13]([CH2:19][NH:20][C:21]1[CH:29]=[CH:28][CH:27]=[C:26]2[C:22]=1[CH:23]=[N:24][N:25]2[C:30]1[CH:31]=[CH:32][C:33]([F:36])=[CH:34][CH:35]=1)([OH:18])[C:14]([F:16])([F:17])[F:15])[C:6]([C:3]1[CH:4]=[CH:5][S:1][CH:2]=1)=[O:8])[CH3:10]. (8) Given the reactants Br[C:2]1[CH:21]=[CH:20][C:19]([O:22][CH3:23])=[CH:18][C:3]=1[CH2:4][O:5][C:6]1[C:15]2[C:10](=[CH:11][C:12]([O:16][CH3:17])=[CH:13][CH:14]=2)[CH:9]=[CH:8][CH:7]=1.C([O-])(=O)C.[Na+].O, predict the reaction product. The product is: [CH3:17][O:16][C:12]1[CH:13]=[CH:14][C:15]2[C:10]([CH:11]=1)=[CH:9][CH:8]=[C:7]1[C:6]=2[O:5][CH2:4][C:3]2[CH:18]=[C:19]([O:22][CH3:23])[CH:20]=[CH:21][C:2]1=2.